Dataset: Catalyst prediction with 721,799 reactions and 888 catalyst types from USPTO. Task: Predict which catalyst facilitates the given reaction. (1) Reactant: [CH3:1][O:2][C:3]1[N:8]=[CH:7][C:6]([C:9]2[CH:10]=[N:11][C:12]([N:16]3[CH2:21][CH2:20][O:19][CH2:18][CH2:17]3)=[CH:13][C:14]=2[NH2:15])=[CH:5][CH:4]=1.Cl[C:23]1[C:32]2[C:27](=[CH:28][C:29]([F:33])=[CH:30][CH:31]=2)[N:26]=[C:25]([C:34]2[CH:39]=[CH:38][CH:37]=[CH:36][N:35]=2)[C:24]=1[CH3:40].C1(P(C2CCCCC2)C2C=CC=CC=2C2C(C(C)C)=CC(C(C)C)=CC=2C(C)C)CCCCC1.CC(C)([O-])C.[Na+]. Product: [F:33][C:29]1[CH:28]=[C:27]2[C:32]([C:23]([NH:15][C:14]3[CH:13]=[C:12]([N:16]4[CH2:21][CH2:20][O:19][CH2:18][CH2:17]4)[N:11]=[CH:10][C:9]=3[C:6]3[CH:7]=[N:8][C:3]([O:2][CH3:1])=[CH:4][CH:5]=3)=[C:24]([CH3:40])[C:25]([C:34]3[CH:39]=[CH:38][CH:37]=[CH:36][N:35]=3)=[N:26]2)=[CH:31][CH:30]=1. The catalyst class is: 491. (2) Reactant: [NH2:1][C:2]1[N:29]([CH2:30][C:31]([OH:34])([CH3:33])[CH3:32])[C:6]2[N:7]=[C:8]([NH:11][C:12]3[CH:17]=[CH:16][C:15]([CH:18]4[CH2:23][CH2:22][N:21]([CH2:24][CH2:25]Cl)[CH2:20][CH2:19]4)=[CH:14][C:13]=3[O:27][CH3:28])[N:9]=[CH:10][C:5]=2[C:4](=[O:35])[C:3]=1[C:36]([NH2:38])=[O:37].[C:39]([O-])([O-])=[O:40].[K+].[K+]. Product: [NH2:1][C:2]1[N:29]([CH2:30][C:31]([OH:34])([CH3:33])[CH3:32])[C:6]2[N:7]=[C:8]([NH:11][C:12]3[CH:17]=[CH:16][C:15]([CH:18]4[CH2:23][CH2:22][N:21]([CH2:24][CH2:25][O:40][CH3:39])[CH2:20][CH2:19]4)=[CH:14][C:13]=3[O:27][CH3:28])[N:9]=[CH:10][C:5]=2[C:4](=[O:35])[C:3]=1[C:36]([NH2:38])=[O:37]. The catalyst class is: 5.